This data is from Retrosynthesis with 50K atom-mapped reactions and 10 reaction types from USPTO. The task is: Predict the reactants needed to synthesize the given product. (1) The reactants are: O=C(OC[C@H]1CCC[C@H](OC(Cn2ccnc2)c2ccc(Cl)cc2Cl)O1)c1ccccc1. Given the product OC[C@H]1CCC[C@H](OC(Cn2ccnc2)c2ccc(Cl)cc2Cl)O1, predict the reactants needed to synthesize it. (2) Given the product COC(=O)c1ccc(NC(CCC(F)(F)F)c2ccc(-c3ncc(C(F)(F)F)cn3)cc2C)cc1, predict the reactants needed to synthesize it. The reactants are: COC(=O)c1ccc(NC(CCC(F)(F)F)c2ccc(B3OC(C)(C)C(C)(C)O3)cc2C)cc1.FC(F)(F)c1cnc(Cl)nc1. (3) The reactants are: BrCCCOc1ccccc1.O=C(N[C@H]1CN2CCC1CC2)C1c2ccccc2Oc2ccccc21. Given the product O=C(N[C@H]1C[N+]2(CCCOc3ccccc3)CCC1CC2)C1c2ccccc2Oc2ccccc21, predict the reactants needed to synthesize it.